Dataset: Catalyst prediction with 721,799 reactions and 888 catalyst types from USPTO. Task: Predict which catalyst facilitates the given reaction. (1) Reactant: [OH:1][CH2:2][C@H:3]1[NH:7][C:6](=[O:8])[CH2:5][CH2:4]1.C(N(CC)CC)C.Cl[C:17]1[CH:22]=[CH:21][CH:20]=[CH:19][C:18]=1[CH:23]([C:30]1[CH:35]=[CH:34][CH:33]=[CH:32][CH:31]=1)[C:24]1[CH:29]=[CH:28][CH:27]=[CH:26][CH:25]=1.O. Product: [C:23]([O:1][CH2:2][C@H:3]1[NH:7][C:6](=[O:8])[CH2:5][CH2:4]1)([C:18]1[CH:19]=[CH:20][CH:21]=[CH:22][CH:17]=1)([C:30]1[CH:31]=[CH:32][CH:33]=[CH:34][CH:35]=1)[C:24]1[CH:25]=[CH:26][CH:27]=[CH:28][CH:29]=1. The catalyst class is: 143. (2) Reactant: C([N:5]1[C:14]2[C:9](=[CH:10][C:11]([F:18])=[C:12]([F:17])[C:13]=2[O:15][CH3:16])[C:8](=[O:19])[C:7]([C:20]([O:22][CH2:23][CH3:24])=[O:21])=[CH:6]1)(C)(C)C. Product: [F:18][C:11]1[CH:10]=[C:9]2[C:14](=[C:13]([O:15][CH3:16])[C:12]=1[F:17])[NH:5][CH:6]=[C:7]([C:20]([O:22][CH2:23][CH3:24])=[O:21])[C:8]2=[O:19]. The catalyst class is: 557. (3) Reactant: [C:1]([O:5][C:6]([N:8]([CH3:33])[CH2:9][CH2:10][CH2:11][CH2:12][NH:13][C:14](=[O:32])[NH:15][C:16]1[CH:17]=[C:18]([CH:23]=[C:24]([C:26]2[N:30]([CH3:31])[N:29]=[N:28][N:27]=2)[CH:25]=1)[C:19]([O:21]C)=[O:20])=[O:7])([CH3:4])([CH3:3])[CH3:2].O[Li].O.Cl. Product: [C:1]([O:5][C:6]([N:8]([CH3:33])[CH2:9][CH2:10][CH2:11][CH2:12][NH:13][C:14](=[O:32])[NH:15][C:16]1[CH:17]=[C:18]([CH:23]=[C:24]([C:26]2[N:30]([CH3:31])[N:29]=[N:28][N:27]=2)[CH:25]=1)[C:19]([OH:21])=[O:20])=[O:7])([CH3:3])([CH3:4])[CH3:2]. The catalyst class is: 87. (4) Reactant: Cl.C(N=C=NCCCN(C)C)C.[O:13]=[C:14]1[N:19]([C:20]2[CH:25]=[CH:24][C:23]([O:26][CH2:27][C:28]([F:31])([F:30])[F:29])=[CH:22][CH:21]=2)[C:18]([S:32][CH2:33][CH2:34][CH2:35][C:36](O)=[O:37])=[N:17][C:16]2[CH:39]=[CH:40][NH:41][C:15]1=2.[NH:42]1[CH2:47][CH2:46][S:45](=[O:49])(=[O:48])[CH2:44][CH2:43]1.ON1C2C=CC=CC=2N=N1. Product: [O:48]=[S:45]1(=[O:49])[CH2:46][CH2:47][N:42]([C:36](=[O:37])[CH2:35][CH2:34][CH2:33][S:32][C:18]2[N:19]([C:20]3[CH:25]=[CH:24][C:23]([O:26][CH2:27][C:28]([F:29])([F:30])[F:31])=[CH:22][CH:21]=3)[C:14](=[O:13])[C:15]3[NH:41][CH:40]=[CH:39][C:16]=3[N:17]=2)[CH2:43][CH2:44]1. The catalyst class is: 9. (5) The catalyst class is: 12. Reactant: C(OC([N:8]1[CH2:13][CH2:12][CH:11]([C:14](=[O:43])[NH:15][C:16]2[CH:21]=[C:20]([C:22]([N:24]3[CH2:29][CH2:28][CH:27]([C:30]4[CH:35]=[CH:34][C:33]([C:36]5[CH:37]=[N:38][N:39]([CH3:41])[CH:40]=5)=[CH:32][CH:31]=4)[CH2:26][CH2:25]3)=[O:23])[CH:19]=[CH:18][C:17]=2[CH3:42])[CH2:10][CH2:9]1)=O)(C)(C)C.Cl. Product: [CH3:42][C:17]1[CH:18]=[CH:19][C:20]([C:22]([N:24]2[CH2:29][CH2:28][CH:27]([C:30]3[CH:31]=[CH:32][C:33]([C:36]4[CH:37]=[N:38][N:39]([CH3:41])[CH:40]=4)=[CH:34][CH:35]=3)[CH2:26][CH2:25]2)=[O:23])=[CH:21][C:16]=1[NH:15][C:14]([CH:11]1[CH2:10][CH2:9][NH:8][CH2:13][CH2:12]1)=[O:43].